From a dataset of Full USPTO retrosynthesis dataset with 1.9M reactions from patents (1976-2016). Predict the reactants needed to synthesize the given product. (1) Given the product [CH3:18][N:17]1[C:13]([C:10]2[CH:11]=[CH:12][C:7]([C:23]3[CH:22]=[N:21][CH:26]=[CH:25][CH:24]=3)=[CH:8][CH:9]=2)=[CH:14][CH:15]=[N:16]1, predict the reactants needed to synthesize it. The reactants are: FC(F)(F)S(O[C:7]1[CH:12]=[CH:11][C:10]([C:13]2[N:17]([CH3:18])[N:16]=[CH:15][CH:14]=2)=[CH:9][CH:8]=1)(=O)=O.[N:21]1[CH:26]=[CH:25][CH:24]=[C:23](B(O)O)[CH:22]=1.C(=O)([O-])[O-].[K+].[K+].CN(C)C=O. (2) Given the product [C:14]([O:17][CH2:18][C:19]([CH3:47])([CH3:48])[CH2:20][N:21]1[C:27]2[CH:28]=[CH:29][C:30]([Cl:32])=[CH:31][C:26]=2[C@@H:25]([C:33]2[CH:38]=[CH:37][CH:36]=[C:35]([O:39][CH3:40])[C:34]=2[O:41][CH3:42])[O:24][C@H:23]([CH2:43]/[CH:44]=[CH:9]/[C:10]#[N:11])[C:22]1=[O:46])(=[O:16])[CH3:15], predict the reactants needed to synthesize it. The reactants are: C(OP([CH2:9][C:10]#[N:11])(OCC)=O)C.[H-].[Na+].[C:14]([O:17][CH2:18][C:19]([CH3:48])([CH3:47])[CH2:20][N:21]1[C:27]2[CH:28]=[CH:29][C:30]([Cl:32])=[CH:31][C:26]=2[C@@H:25]([C:33]2[CH:38]=[CH:37][CH:36]=[C:35]([O:39][CH3:40])[C:34]=2[O:41][CH3:42])[O:24][C@H:23]([CH2:43][CH:44]=O)[C:22]1=[O:46])(=[O:16])[CH3:15]. (3) The reactants are: [F:1][C:2]1[CH:7]=[CH:6][C:5]([C@H:8]([CH2:12][CH:13]=[CH2:14])[CH2:9][NH:10][CH3:11])=[CH:4][CH:3]=1.CCN(C(C)C)C(C)C.[Cl:24][C:25]1[CH:26]=[C:27]([CH:31]=[C:32]([Cl:34])[CH:33]=1)[C:28](Cl)=[O:29]. Given the product [Cl:24][C:25]1[CH:26]=[C:27]([CH:31]=[C:32]([Cl:34])[CH:33]=1)[C:28]([N:10]([CH2:9][C@H:8]([C:5]1[CH:4]=[CH:3][C:2]([F:1])=[CH:7][CH:6]=1)[CH2:12][CH:13]=[CH2:14])[CH3:11])=[O:29], predict the reactants needed to synthesize it.